This data is from Catalyst prediction with 721,799 reactions and 888 catalyst types from USPTO. The task is: Predict which catalyst facilitates the given reaction. (1) Reactant: [NH2:1][C:2]1[C:7]([OH:8])=[CH:6][CH:5]=[CH:4][N:3]=1.C(N(CC)CC)C.[Cl:16][CH2:17][C:18](Cl)=[O:19]. Product: [Cl:16][CH2:17][C:18]([NH:1][C:2]1[C:7]([OH:8])=[CH:6][CH:5]=[CH:4][N:3]=1)=[O:19]. The catalyst class is: 384. (2) Reactant: [CH2:1]([C:3]1[N:8]([CH2:9][C:10](=[O:17])[C:11]2[CH:16]=[CH:15][CH:14]=[CH:13][CH:12]=2)[C:7](=[O:18])[C:6]2[C:19]([N:36](CC)[C:37](=O)[C:38](F)(F)F)=[C:20]([C:23]([NH:25][CH:26]3[CH2:31][CH2:30][N:29]([C:32](=[O:35])[CH2:33][OH:34])[CH2:28][CH2:27]3)=[O:24])[N:21]([CH3:22])[C:5]=2[CH:4]=1)[CH3:2].C(=O)([O-])[O-].[K+].[K+].O. Product: [CH2:1]([C:3]1[N:8]([CH2:9][C:10](=[O:17])[C:11]2[CH:16]=[CH:15][CH:14]=[CH:13][CH:12]=2)[C:7](=[O:18])[C:6]2[C:19]([NH:36][CH2:37][CH3:38])=[C:20]([C:23]([NH:25][CH:26]3[CH2:31][CH2:30][N:29]([C:32](=[O:35])[CH2:33][OH:34])[CH2:28][CH2:27]3)=[O:24])[N:21]([CH3:22])[C:5]=2[CH:4]=1)[CH3:2]. The catalyst class is: 5. (3) Reactant: [CH2:1]=O.[NH2:3][CH2:4][CH2:5][CH:6]1[CH2:11][CH2:10][O:9][CH2:8][CH2:7]1.[Cl:12][C:13]1[CH:14]=[C:15]([CH:30]=[CH:31][C:32]=1[Cl:33])[CH2:16][N:17]([CH3:29])[C:18](=[O:28])[CH:19]=[C:20]1[C:24](=[O:25])OC(C)(C)[O:21]1. Product: [Cl:12][C:13]1[CH:14]=[C:15]([CH:30]=[CH:31][C:32]=1[Cl:33])[CH2:16][N:17]([CH3:29])[C:18]([C:19]1[CH2:1][N:3]([CH2:4][CH2:5][CH:6]2[CH2:11][CH2:10][O:9][CH2:8][CH2:7]2)[C:24](=[O:25])[C:20]=1[OH:21])=[O:28]. The catalyst class is: 5. (4) Reactant: [CH3:1][O:2][C:3](=[O:18])[C:4]1[CH:9]=[C:8](F)[C:7]([C:11]([F:14])([F:13])[F:12])=[CH:6][C:5]=1[N+:15]([O-:17])=[O:16].[CH3:19][O:20][C:21]1[CH:26]=[CH:25][C:24]([C:27]2[N:28]=[CH:29][NH:30][CH:31]=2)=[CH:23][CH:22]=1.C(OCC)(=O)C.O. Product: [CH3:1][O:2][C:3](=[O:18])[C:4]1[CH:9]=[C:8]([N:30]2[CH:31]=[C:27]([C:24]3[CH:23]=[CH:22][C:21]([O:20][CH3:19])=[CH:26][CH:25]=3)[N:28]=[CH:29]2)[C:7]([C:11]([F:14])([F:13])[F:12])=[CH:6][C:5]=1[N+:15]([O-:17])=[O:16]. The catalyst class is: 7. (5) Reactant: [S:1]1[CH:5]=[CH:4][CH:3]=[C:2]1[SH:6].C(=O)([O-])[O-].[Cs+].[Cs+].Br[CH2:14][C:15]([O:17][CH3:18])=[O:16].O. Product: [S:1]1[CH:5]=[CH:4][CH:3]=[C:2]1[S:6][CH2:14][C:15]([O:17][CH3:18])=[O:16]. The catalyst class is: 3. (6) Reactant: [CH3:1][O:2][CH2:3][CH:4]([CH2:30][O:31][CH3:32])[O:5][C:6]1[CH:7]=[C:8]([O:19][C:20]2[CH:21]=[N:22][C:23]([S:26]([CH3:29])(=[O:28])=[O:27])=[CH:24][CH:25]=2)[CH:9]=[C:10]2[C:14]=1[NH:13][C:12]([C:15]([O:17]C)=[O:16])=[CH:11]2.[OH-].[Na+]. Product: [CH3:1][O:2][CH2:3][CH:4]([CH2:30][O:31][CH3:32])[O:5][C:6]1[CH:7]=[C:8]([O:19][C:20]2[CH:21]=[N:22][C:23]([S:26]([CH3:29])(=[O:28])=[O:27])=[CH:24][CH:25]=2)[CH:9]=[C:10]2[C:14]=1[NH:13][C:12]([C:15]([OH:17])=[O:16])=[CH:11]2. The catalyst class is: 83. (7) Reactant: [CH2:1]([CH2:13][Si:14]([CH3:17])([CH3:16])Cl)[CH2:2][CH2:3][CH2:4][CH2:5][CH2:6][CH2:7][CH2:8][CH2:9][CH2:10][CH2:11]C.[CH2:18]([Mg]Cl)[C:19](=[CH2:21])[CH3:20]. Product: [CH2:13]([Si:14]([CH2:16][C:4](=[CH2:3])[CH3:5])([CH2:17][C:1](=[CH2:2])[CH3:13])[CH2:18][C:19](=[CH2:21])[CH3:20])[CH2:1][CH2:2][CH2:3][CH2:4][CH2:5][CH2:6][CH2:7][CH2:8][CH2:9][CH2:10][CH3:11]. The catalyst class is: 1. (8) Reactant: [CH:1]1[CH:2]=[CH:3][C:4]2[N:15]([C:16]([NH2:18])=[O:17])[C:14]3[CH:13]=[CH:12][CH:11]=[CH:10][C:9]=3[CH:8]=[CH:7][C:5]=2[CH:6]=1.[C:19]12([C:38]([OH:40])=[O:39])[CH2:31][C:23]3([C:32]([OH:34])=[O:33])[CH2:24][C:25]([C:28]([OH:30])=[O:29])([CH2:27][C:21]([C:35]([OH:37])=[O:36])([CH2:22]3)[CH2:20]1)[CH2:26]2.C(O)C. Product: [CH:11]1[CH:12]=[CH:13][C:14]2[N:15]([C:16]([NH2:18])=[O:17])[C:4]3[CH:3]=[CH:2][CH:1]=[CH:6][C:5]=3[CH:7]=[CH:8][C:9]=2[CH:10]=1.[C:21]12([C:35]([OH:37])=[O:36])[CH2:20][C:19]3([C:38]([OH:40])=[O:39])[CH2:26][C:25]([C:28]([OH:30])=[O:29])([CH2:24][C:23]([C:32]([OH:34])=[O:33])([CH2:31]3)[CH2:22]1)[CH2:27]2. The catalyst class is: 5.